Task: Predict the product of the given reaction.. Dataset: Forward reaction prediction with 1.9M reactions from USPTO patents (1976-2016) Given the reactants [NH2:1][CH2:2][CH2:3][CH2:4][CH2:5][NH:6][S:7]([C:10]1[CH:15]=[CH:14][C:13]([CH2:16][N:17]([CH2:25][C:26]2[NH:27][CH:28]=[CH:29][N:30]=2)[CH2:18][C:19]2[N:20]([CH3:24])[CH:21]=[CH:22][N:23]=2)=[CH:12][CH:11]=1)(=[O:9])=[O:8].[C:31]1(=O)[CH2:36][CH2:35][CH2:34][CH2:33][CH2:32]1.C([BH3-])#N.[Na+].C(O)(=O)C, predict the reaction product. The product is: [CH:31]1([NH:1][CH2:2][CH2:3][CH2:4][CH2:5][NH:6][S:7]([C:10]2[CH:15]=[CH:14][C:13]([CH2:16][N:17]([CH2:25][C:26]3[NH:30][CH:29]=[CH:28][N:27]=3)[CH2:18][C:19]3[N:20]([CH3:24])[CH:21]=[CH:22][N:23]=3)=[CH:12][CH:11]=2)(=[O:8])=[O:9])[CH2:36][CH2:35][CH2:34][CH2:33][CH2:32]1.